From a dataset of Clinical trial toxicity outcomes and FDA approval status for drugs. Regression/Classification. Given a drug SMILES string, predict its toxicity properties. Task type varies by dataset: regression for continuous values (e.g., LD50, hERG inhibition percentage) or binary classification for toxic/non-toxic outcomes (e.g., AMES mutagenicity, cardiotoxicity, hepatotoxicity). Dataset: clintox. (1) The result is 0 (passed clinical trial). The molecule is Clc1ccc(CCC(Cn2ccnc2)Sc2c(Cl)cccc2Cl)cc1. (2) The molecule is Nc1ccn([C@H]2CC[C@@H](CO)O2)c(=O)n1. The result is 0 (passed clinical trial). (3) The molecule is CN/C(NCc1ccccc1)=[NH+]\C. The result is 0 (passed clinical trial). (4) The drug is CC(=O)OCC(=O)[C@@]1(O)CC[C@H]2[C@@H]3CCC4=CC(=O)CC[C@]4(C)[C@@]3(F)[C@@H](O)C[C@@]21C. The result is 0 (passed clinical trial).